Predict the reaction yield, written as a fraction of the theoretical maximum amount of product (1.0 means a 100% yield; for example, 0.34 means a 34% yield). From a dataset of Reaction yield outcomes from USPTO patents with 853,638 reactions. The reactants are [Cl:1][C:2]1[CH:7]=[C:6]([F:8])[CH:5]=[CH:4][C:3]=1[N:9]1[C:17](=[O:18])[C:16]2[C@H:15]3[C:19]([CH3:21])([CH3:20])[C@:12]([CH3:22])([CH2:13][CH2:14]3)[C:11]=2[NH:10]1.I[CH2:24][CH2:25][CH:26]([CH3:28])[CH3:27]. The catalyst is [I-].C([N+](CCCC)(CCCC)CCCC)CCC.CN(C)C=O. The product is [Cl:1][C:2]1[CH:7]=[C:6]([F:8])[CH:5]=[CH:4][C:3]=1[N:9]1[C:17](=[O:18])[C:16]2[C@H:15]3[C:19]([CH3:21])([CH3:20])[C@:12]([CH3:22])([CH2:13][CH2:14]3)[C:11]=2[N:10]1[CH2:24][CH2:25][CH:26]([CH3:28])[CH3:27]. The yield is 0.170.